From a dataset of Reaction yield outcomes from USPTO patents with 853,638 reactions. Predict the reaction yield, written as a fraction of the theoretical maximum amount of product (1.0 means a 100% yield; for example, 0.34 means a 34% yield). (1) The reactants are [C:1]([C:3]1[CH:32]=[CH:31][C:6]([CH2:7][NH:8][C:9]([CH:11]([O:28][CH2:29][CH3:30])[C:12]2[C:13]([F:27])=[C:14](OS(C(F)(F)F)(=O)=O)[CH:15]=[CH:16][C:17]=2[F:18])=[O:10])=[CH:5][CH:4]=1)#[N:2].B1(B2OC(C)(C)C(C)(C)O2)OC(C)(C)C(C)(C)O1.CC([O-])=O.[K+].Br[C:57]1[CH:58]=[CH:59][CH:60]=[N:61][CH:62]=1.C([O-])([O-])=O.[Na+].[Na+]. The catalyst is O1CCOCC1.Cl[Pd](Cl)([P](C1C=CC=CC=1)(C1C=CC=CC=1)C1C=CC=CC=1)[P](C1C=CC=CC=1)(C1C=CC=CC=1)C1C=CC=CC=1. The product is [C:1]([C:3]1[CH:32]=[CH:31][C:6]([CH2:7][NH:8][C:9](=[O:10])[CH:11]([C:12]2[C:17]([F:18])=[CH:16][CH:15]=[C:14]([C:60]3[CH:59]=[CH:58][CH:57]=[CH:62][N:61]=3)[C:13]=2[F:27])[O:28][CH2:29][CH3:30])=[CH:5][CH:4]=1)#[N:2]. The yield is 0.650. (2) The reactants are C[O:2][C:3]1([O:35]C)[C:11](=[O:12])[C:10]2[C:5](=[CH:6][CH:7]=[C:8]([C:13]3[CH:18]=[CH:17][C:16]([C:19]4[CH:20]=[C:21]5[C:25](=[CH:26][CH:27]=4)[C:24](=[O:28])[C:23]([O:31]C)([O:29]C)[C:22]5=[O:33])=[CH:15][CH:14]=3)[CH:9]=2)[C:4]1=[O:34].C(O)(=O)C.Br. The catalyst is O. The product is [OH:31][C:23]1([OH:29])[C:22](=[O:33])[C:21]2[C:25](=[CH:26][CH:27]=[C:19]([C:16]3[CH:15]=[CH:14][C:13]([C:8]4[CH:9]=[C:10]5[C:5](=[CH:6][CH:7]=4)[C:4](=[O:34])[C:3]([OH:35])([OH:2])[C:11]5=[O:12])=[CH:18][CH:17]=3)[CH:20]=2)[C:24]1=[O:28]. The yield is 0.910. (3) The reactants are [Cl:1][C:2]1[C:7]2[CH:8]=[C:9]([CH2:11]Cl)[O:10][C:6]=2[CH:5]=[C:4]([Cl:13])[CH:3]=1.[OH:14][C:15]1[CH:16]=[C:17]2[C:21](=[CH:22][CH:23]=1)[N:20]([CH2:24][C:25]1([NH:33][C:34](=[O:40])[O:35][C:36]([CH3:39])([CH3:38])[CH3:37])[CH2:30][O:29][C:28]([CH3:32])([CH3:31])[O:27][CH2:26]1)[CH2:19][CH2:18]2.C([O-])([O-])=O.[Cs+].[Cs+]. The catalyst is CN(C=O)C.C(OCC)C. The product is [Cl:1][C:2]1[C:7]2[CH:8]=[C:9]([CH2:11][O:14][C:15]3[CH:16]=[C:17]4[C:21](=[CH:22][CH:23]=3)[N:20]([CH2:24][C:25]3([NH:33][C:34](=[O:40])[O:35][C:36]([CH3:39])([CH3:38])[CH3:37])[CH2:30][O:29][C:28]([CH3:32])([CH3:31])[O:27][CH2:26]3)[CH2:19][CH2:18]4)[O:10][C:6]=2[CH:5]=[C:4]([Cl:13])[CH:3]=1. The yield is 0.410.